Task: Predict the reaction yield, written as a fraction of the theoretical maximum amount of product (1.0 means a 100% yield; for example, 0.34 means a 34% yield).. Dataset: Reaction yield outcomes from USPTO patents with 853,638 reactions The reactants are [C:1]1([C:7]2[C:12]([C:13]3[CH:18]=[CH:17][CH:16]=[CH:15][CH:14]=3)=[CH:11][N:10]=[C:9]([NH:19][C@H:20]3[CH2:25][CH2:24][C@H:23]([C:26]([O:28]CC)=[O:27])[CH2:22][CH2:21]3)[N:8]=2)[CH:6]=[CH:5][CH:4]=[CH:3][CH:2]=1.O1CCCC1.[OH-].[Li+].S(=O)(=O)(O)O. The catalyst is O. The product is [C:1]1([C:7]2[C:12]([C:13]3[CH:18]=[CH:17][CH:16]=[CH:15][CH:14]=3)=[CH:11][N:10]=[C:9]([NH:19][C@H:20]3[CH2:21][CH2:22][C@H:23]([C:26]([OH:28])=[O:27])[CH2:24][CH2:25]3)[N:8]=2)[CH:2]=[CH:3][CH:4]=[CH:5][CH:6]=1. The yield is 0.980.